Dataset: Reaction yield outcomes from USPTO patents with 853,638 reactions. Task: Predict the reaction yield, written as a fraction of the theoretical maximum amount of product (1.0 means a 100% yield; for example, 0.34 means a 34% yield). The reactants are [F:1][C:2]1[CH:3]=[C:4]([NH:13][C:14]([C@H:16]2[C:25]3[C:20](=[CH:21][C:22]([O:26][CH3:27])=[CH:23][CH:24]=3)[CH2:19][CH2:18][N:17]2[C:28]([CH:30]2[CH2:33][C:32](=[CH:34][C:35]([O:37][C:38]([CH3:41])([CH3:40])[CH3:39])=[O:36])[CH2:31]2)=[O:29])=[O:15])[CH:5]=[C:6]([F:12])[C:7]=1[Si:8]([CH3:11])([CH3:10])[CH3:9]. The catalyst is CO.[C].[Pd]. The product is [F:1][C:2]1[CH:3]=[C:4]([NH:13][C:14]([C@H:16]2[C:25]3[C:20](=[CH:21][C:22]([O:26][CH3:27])=[CH:23][CH:24]=3)[CH2:19][CH2:18][N:17]2[C:28]([CH:30]2[CH2:31][CH:32]([CH2:34][C:35]([O:37][C:38]([CH3:41])([CH3:40])[CH3:39])=[O:36])[CH2:33]2)=[O:29])=[O:15])[CH:5]=[C:6]([F:12])[C:7]=1[Si:8]([CH3:9])([CH3:11])[CH3:10]. The yield is 0.850.